Dataset: Experimentally validated miRNA-target interactions with 360,000+ pairs, plus equal number of negative samples. Task: Binary Classification. Given a miRNA mature sequence and a target amino acid sequence, predict their likelihood of interaction. (1) The protein sequence of the target gene is MLTEASLSIWGWGSLGIVLFLITFGPFVIFYLTFYILCFVGGGLVVTLLFGKTNSEKYLEQCEHSFLPPTSPGVPKCLEEMKREARTIKIDRRLTGANIIDEPLQQVIQFSLRDYVQYWYYTLSDDESFLLEIRQTLQNALIQFATRSKEIDWQPYFTTRIVDDFGTHLRVFRKAQQKITEKDDQVKGTAEDLVDTFFEVEVEMEKEVCRDLVCTSPKDEEGFLRDLCEVLLYLLLPPGDFQNKIMRYFVREILARGILLPLINQLSDPDYINQYVIWMIRDSNCNYEAFMNIIKLSDNI.... The miRNA is hsa-miR-200b-5p with sequence CAUCUUACUGGGCAGCAUUGGA. Result: 0 (no interaction). (2) The miRNA is mmu-miR-3101-5p with sequence GGUACCAUUGACUAAAGCUAG. The protein sequence of the target gene is MPRGFLVKRTKRTGGLYRVRLAERVFPLLGPQGAPPFLEEAPSASLPGAERATPPTREEPGKGLTAEAAREQSGSPCRAAGVSPGTGGREGAEWRAGGREGPGPSPSPSPSPAKPAGAELRRAFLERCLSSPVSAESFPGGAAAVAAFSCSVAPAAAPTPGEQFLLPLRAPFPEPALQPDPAPLSAALQSLKRAAGGERRGKAPTDCASGPAAAGIKKPKAMRKLSFADEVTTSPVLGLKIKEEEPGAPSRGLGGSRTPLGEFICQLCKEQYADPFALAQHRCSRIVRVEYRCPECDKVF.... Result: 0 (no interaction). (3) The miRNA is rno-miR-107-3p with sequence AGCAGCAUUGUACAGGGCUAUCA. The protein sequence of the target gene is MAQSNMPHKSDVLSQDELRKKLYQTFKDRGVLDTLQTQLRNQLIHELMHPVLSGEVKPPSISVEGSALLIGASNSLVADHLQRCGYEYSLSVFFPESGLAKEKIFTMQDLLQLIRINPSSSLYKSLISGFDKENKKGFLMSFLKELAEYYQAKESCDAETQTSTTFPSQVSLAEKFQLIDAQFADGFPHRSKLESLETKLNEYKKEVQHQLQVEMCHKLKYFREAEITKVKMEERRKYEKELAEFQNEFERTCQAKNEALISQEKNSLERIKKHREMESKEIYAQRQLLLNDIALLRGRE.... Result: 0 (no interaction). (4) The miRNA is hsa-miR-3689b-3p with sequence CUGGGAGGUGUGAUAUUGUGGU. The protein sequence of the target gene is MGAPGGKINRPRTELKKKLFKRRRVLNRERRLRHRVVGAVIDQGLITRHHLKKRASSARANITLSGKKRRKLLQQIRLAQKEKTAMEVEAPSKPARTSEPQLKRQKKTKAPQDVEMKDLEDES. Result: 1 (interaction). (5) The protein sequence of the target gene is MPGAAAAAAAAAAAMLPAQEAAKLYHTNYVRNSRAIGVLWAIFTICFAIVNVVCFIQPYWIGDGVDTPQAGYFGLFHYCIGNGFSRELTCRGSFTDFSTLPSGAFKAASFFIGLSMMLIIACIICFTLFFFCNTATVYKICAWMQLTSAACLVLGCMIFPDGWDSDEVKRMCGEKTDKYTLGACSVRWAYILAIIGILDALILSFLAFVLGNRQDSLMAEELKAENKVLLSQYSLE. The miRNA is hsa-miR-514b-3p with sequence AUUGACACCUCUGUGAGUGGA. Result: 0 (no interaction). (6) The miRNA is hsa-miR-3179 with sequence AGAAGGGGUGAAAUUUAAACGU. The protein sequence of the target gene is MRRQWGALLLGALLCAHGLASSPECACGRSHFTCAVSALGECTCIPAQWQCDGDNDCGDHSDEDGCILPTCSPLDFHCDNGKCIRRSWVCDGDNDCEDDSDEQDCPPRECEEDEFPCQNGYCIRSLWHCDGDNDCGDNSDEQCDMRKCSDKEFRCSDGSCIAEHWYCDGDTDCKDGSDEENCPSAVPAPPCNLEEFQCAYGRCILDIYHCDGDDDCGDWSDESDCSSHQPCRSGEFMCDSGLCINAGWRCDGDADCDDQSDERNCTTSMCTAEQFRCHSGRCVRLSWRCDGEDDCADNSD.... Result: 0 (no interaction). (7) The miRNA is mmu-miR-344f-5p with sequence AGUCAGUCUCCUGGCUGGAGUC. The protein sequence of the target gene is MAATAVAAGTGSPAGTESAEGGPGAAAALELWLNKATDPSMAEQDWSAIQKFCEQVNTDPSGPTHAPWLLAHKIQSPQEKEALYALTVLEICMNHCGEKFHSEVAKFRFLNELIKVLSPKYLGAWATEKVKGRVIEILFSWTVWFPEDIKIRDAYQMLKKQGIIKQDPKLPMDKILPPPSPWPKSIFDADEEKSKLLTRLLKSNHPEDLQAANRLIKNLVKEEQEKSEKVSRRVSAVEEVRSHVRVLREMLSMYRRPGHALPDQQALQVVYERCEKLRPTLFRLASDTTDDDDALAEILQ.... Result: 1 (interaction).